This data is from Peptide-MHC class I binding affinity with 185,985 pairs from IEDB/IMGT. The task is: Regression. Given a peptide amino acid sequence and an MHC pseudo amino acid sequence, predict their binding affinity value. This is MHC class I binding data. (1) The peptide sequence is FVIGGMTGV. The MHC is HLA-A02:03 with pseudo-sequence HLA-A02:03. The binding affinity (normalized) is 1.00. (2) The MHC is HLA-B08:02 with pseudo-sequence HLA-B08:02. The peptide sequence is RVFPGDHFY. The binding affinity (normalized) is 0.0847. (3) The peptide sequence is YGGKKAVTY. The MHC is HLA-A02:01 with pseudo-sequence HLA-A02:01. The binding affinity (normalized) is 0.0847. (4) The peptide sequence is FPLTQRDVL. The MHC is HLA-B48:01 with pseudo-sequence HLA-B48:01. The binding affinity (normalized) is 0.0847. (5) The peptide sequence is CSRVIFPL. The binding affinity (normalized) is 0.295. The MHC is HLA-B27:05 with pseudo-sequence HLA-B27:05.